Dataset: Forward reaction prediction with 1.9M reactions from USPTO patents (1976-2016). Task: Predict the product of the given reaction. (1) Given the reactants [Cl-].[Cl:2]C=[N+](C)C.[C:7]([C:10]1[CH:17]=[CH:16][C:13]([CH:14]=[O:15])=[CH:12][CH:11]=1)(O)=[O:8], predict the reaction product. The product is: [CH:14]([C:13]1[CH:16]=[CH:17][C:10]([C:7]([Cl:2])=[O:8])=[CH:11][CH:12]=1)=[O:15]. (2) Given the reactants [Cl:1][C:2]1[CH:7]=[C:6]([O:8][C:9]([F:12])([F:11])[F:10])[CH:5]=[CH:4][C:3]=1[NH:13][C:14]([C:16]1[CH:21]=[CH:20][C:19]([S:22]([CH3:25])(=[O:24])=[O:23])=[CH:18][N:17]=1)=O.P(Cl)(Cl)(Cl)(Cl)[Cl:27], predict the reaction product. The product is: [Cl:1][C:2]1[CH:7]=[C:6]([O:8][C:9]([F:12])([F:11])[F:10])[CH:5]=[CH:4][C:3]=1[N:13]=[C:14]([Cl:27])[C:16]1[CH:21]=[CH:20][C:19]([S:22]([CH3:25])(=[O:24])=[O:23])=[CH:18][N:17]=1. (3) Given the reactants [CH2:1]([C:3]1[C:8](=[O:9])[NH:7][C:6]([CH3:10])=[C:5]([C:11]2[S:15][C:14]([S:16]([Cl:19])(=[O:18])=[O:17])=[CH:13][CH:12]=2)[CH:4]=1)[CH3:2].[CH3:20][C:21]1[N:26]=[C:25]([CH2:27][NH2:28])[CH:24]=[N:23][CH:22]=1, predict the reaction product. The product is: [ClH:19].[CH3:20][C:21]1[N:26]=[C:25]([CH2:27][NH:28][S:16]([C:14]2[S:15][C:11]([C:5]3[CH:4]=[C:3]([CH2:1][CH3:2])[C:8](=[O:9])[NH:7][C:6]=3[CH3:10])=[CH:12][CH:13]=2)(=[O:18])=[O:17])[CH:24]=[N:23][CH:22]=1. (4) Given the reactants [Cl:1][C:2]1[CH:3]=[C:4]([NH:10][C:11]([C:13]([OH:30])([C:24]2[CH:29]=[CH:28][CH:27]=[CH:26][CH:25]=2)[CH2:14][C:15]2[CH:23]=[CH:22][C:18]([C:19](O)=[O:20])=[CH:17][CH:16]=2)=[O:12])[CH:5]=[CH:6][C:7]=1[C:8]#[N:9].CN(C(ON1N=N[C:41]2[CH:42]=[CH:43][CH:44]=[N:45][C:40]1=2)=[N+](C)C)C.F[P-](F)(F)(F)(F)F.N1CCCCC1.[Cl-].[NH4+], predict the reaction product. The product is: [Cl:1][C:2]1[CH:3]=[C:4]([NH:10][C:11](=[O:12])[C:13]([OH:30])([C:24]2[CH:29]=[CH:28][CH:27]=[CH:26][CH:25]=2)[CH2:14][C:15]2[CH:16]=[CH:17][C:18]([C:19]([N:45]3[CH2:40][CH2:41][CH2:42][CH2:43][CH2:44]3)=[O:20])=[CH:22][CH:23]=2)[CH:5]=[CH:6][C:7]=1[C:8]#[N:9].